From a dataset of Reaction yield outcomes from USPTO patents with 853,638 reactions. Predict the reaction yield, written as a fraction of the theoretical maximum amount of product (1.0 means a 100% yield; for example, 0.34 means a 34% yield). (1) The reactants are [OH:1][N:2]1[C:6]2[CH:7]=[CH:8][CH:9]=[CH:10][C:5]=2[N:4]=[N:3]1.C(Cl)CCl.[NH2:15][C:16]1[C:35]([C:36](O)=[O:37])=[C:19]2[N:20]=[C:21]3[CH2:27][CH2:26][N:25]([C:28]([O:30][C:31]([CH3:34])([CH3:33])[CH3:32])=[O:29])[CH2:24][C:22]3=[CH:23][N:18]2[N:17]=1.C1COCC1. The catalyst is C(Cl)Cl.CCOC(C)=O. The product is [NH2:15][C:16]1[C:35]([C:36]([O:1][N:2]2[C:6]3[CH:7]=[CH:8][CH:9]=[CH:10][C:5]=3[N:4]=[N:3]2)=[O:37])=[C:19]2[N:20]=[C:21]3[CH2:27][CH2:26][N:25]([C:28]([O:30][C:31]([CH3:34])([CH3:32])[CH3:33])=[O:29])[CH2:24][C:22]3=[CH:23][N:18]2[N:17]=1. The yield is 0.890. (2) The reactants are [C:1]([C:4]1[CH:9]=[CH:8][C:7]([S:10]([NH:13][C:14]2[C:15]([Cl:21])=[N:16][CH:17]=[C:18]([Br:20])[CH:19]=2)(=[O:12])=[O:11])=[CH:6][CH:5]=1)(=O)[CH3:2].[CH3:22][NH2:23].[BH4-].[Na+].N. The catalyst is CCO.CO.CC(C)[O-].[Ti+4].CC(C)[O-].CC(C)[O-].CC(C)[O-].O. The product is [Br:20][C:18]1[CH:19]=[C:14]([NH:13][S:10]([C:7]2[CH:8]=[CH:9][C:4]([CH:1]([NH:23][CH3:22])[CH3:2])=[CH:5][CH:6]=2)(=[O:12])=[O:11])[C:15]([Cl:21])=[N:16][CH:17]=1. The yield is 0.870. (3) The reactants are [F:1][C:2]1[CH:7]=[CH:6][C:5]([C:8]2[N:9]=[C:10]3[N:14]([CH:15]=2)[C:13]([CH3:16])=[C:12]([C:17]([OH:19])=O)[S:11]3)=[CH:4][CH:3]=1.[CH3:20][NH:21][C:22]1[CH:27]=[CH:26][CH:25]=[CH:24][CH:23]=1.[B-](F)(F)(F)F.CCOC(C(C#N)=NOC(N(C)C)=[N+](C)C)=O.C(N(CC)CC)C. The catalyst is CN(C=O)C. The product is [CH3:20][N:21]([C:22]1[CH:27]=[CH:26][CH:25]=[CH:24][CH:23]=1)[C:17]([C:12]1[S:11][C:10]2=[N:9][C:8]([C:5]3[CH:4]=[CH:3][C:2]([F:1])=[CH:7][CH:6]=3)=[CH:15][N:14]2[C:13]=1[CH3:16])=[O:19]. The yield is 0.140. (4) The reactants are [CH2:1]([O:3][C:4]([C:6]1[NH:14][C:13]2[C:12]([F:15])=[CH:11][N:10]=[CH:9][C:8]=2[C:7]=1[NH2:16])=[O:5])[CH3:2].[F:17][C:18]1[CH:23]=[C:22]([Si:24]([CH3:27])([CH3:26])[CH3:25])[CH:21]=[CH:20][C:19]=1OS(C(F)(F)F)(=O)=O.CC1(C)C2C(=C(P(C3C=CC=CC=3)C3C=CC=CC=3)C=CC=2)OC2C(P(C3C=CC=CC=3)C3C=CC=CC=3)=CC=CC1=2.C(=O)([O-])[O-].[Cs+].[Cs+]. The catalyst is C1(C)C=CC=CC=1.C(OCC)(=O)C.C1C=CC(/C=C/C(/C=C/C2C=CC=CC=2)=O)=CC=1.C1C=CC(/C=C/C(/C=C/C2C=CC=CC=2)=O)=CC=1.C1C=CC(/C=C/C(/C=C/C2C=CC=CC=2)=O)=CC=1.[Pd].[Pd]. The product is [CH2:1]([O:3][C:4]([C:6]1[NH:14][C:13]2[C:12]([F:15])=[CH:11][N:10]=[CH:9][C:8]=2[C:7]=1[NH:16][C:19]1[CH:20]=[CH:21][C:22]([Si:24]([CH3:26])([CH3:25])[CH3:27])=[CH:23][C:18]=1[F:17])=[O:5])[CH3:2]. The yield is 0.290. (5) The reactants are [NH:1]1[C:9]2[C:4](=[CH:5][CH:6]=[CH:7][CH:8]=2)[CH2:3][C:2]1=[O:10].[N:11]1[CH:16]=[CH:15][CH:14]=[C:13](/[CH:17]=[CH:18]/[C:19]2[C:27]3[C:22](=[CH:23][C:24]([CH:28]=O)=[CH:25][CH:26]=3)[NH:21][N:20]=2)[CH:12]=1. No catalyst specified. The product is [N:11]1[CH:16]=[CH:15][CH:14]=[C:13](/[CH:17]=[CH:18]/[C:19]2[C:27]3[C:22](=[CH:23][C:24](/[CH:28]=[C:3]4/[C:2](=[O:10])[NH:1][C:9]5[C:4]/4=[CH:5][CH:6]=[CH:7][CH:8]=5)=[CH:25][CH:26]=3)[NH:21][N:20]=2)[CH:12]=1. The yield is 0.840. (6) The reactants are C([O:9][C@H:10]1[CH2:15][C:14]([F:17])([F:16])[CH2:13][CH2:12][C@@H:11]1[C:18]1[N:22]([CH2:23][O:24][CH2:25][CH2:26][O:27][CH3:28])[N:21]=[CH:20][CH:19]=1)(=O)C1C=CC=CC=1.C(=O)([O-])[O-].[K+].[K+]. The catalyst is CO. The product is [F:17][C:14]1([F:16])[CH2:15][C@H:10]([OH:9])[C@@H:11]([C:18]2[N:22]([CH2:23][O:24][CH2:25][CH2:26][O:27][CH3:28])[N:21]=[CH:20][CH:19]=2)[CH2:12][CH2:13]1. The yield is 0.900. (7) The reactants are [Br:1][C:2]1[CH:10]=[CH:9][CH:8]=[CH:7][C:3]=1[C:4]([OH:6])=O.C(Cl)(=O)C(Cl)=O.[NH2:17][C:18]1[CH:19]=[C:20]([NH:24][C:25](=[O:29])[CH2:26][CH2:27][CH3:28])[CH:21]=[CH:22][CH:23]=1.N1C=CC=CC=1. The catalyst is CN(C)C=O.ClCCl. The product is [Br:1][C:2]1[CH:10]=[CH:9][CH:8]=[CH:7][C:3]=1[C:4]([NH:17][C:18]1[CH:23]=[CH:22][CH:21]=[C:20]([NH:24][C:25](=[O:29])[CH2:26][CH2:27][CH3:28])[CH:19]=1)=[O:6]. The yield is 0.940. (8) The reactants are [CH3:1][O:2][CH2:3][CH2:4][O:5][C:6]1[CH:7]=[C:8]2[C:12](=[C:13]([N:15]([CH3:25])[S:16]([C:19]3[CH:24]=[CH:23][CH:22]=[CH:21][N:20]=3)(=[O:18])=[O:17])[CH:14]=1)[NH:11][C:10]([C:26]([OH:28])=O)=[CH:9]2.[CH2:29]([S:36][C:37]1([CH2:43][NH2:44])[CH2:42][CH2:41][O:40][CH2:39][CH2:38]1)[C:30]1[CH:35]=[CH:34][CH:33]=[CH:32][CH:31]=1.N1(O)C2C=CC=CC=2N=N1.Cl.CN(C)CCCN=C=NCC. The catalyst is CCCCCC.C(OCC)(=O)C.CN(C)C=O. The product is [CH2:29]([S:36][C:37]1([CH2:43][NH:44][C:26]([C:10]2[NH:11][C:12]3[C:8]([CH:9]=2)=[CH:7][C:6]([O:5][CH2:4][CH2:3][O:2][CH3:1])=[CH:14][C:13]=3[N:15]([CH3:25])[S:16]([C:19]2[CH:24]=[CH:23][CH:22]=[CH:21][N:20]=2)(=[O:17])=[O:18])=[O:28])[CH2:42][CH2:41][O:40][CH2:39][CH2:38]1)[C:30]1[CH:31]=[CH:32][CH:33]=[CH:34][CH:35]=1. The yield is 0.900.